Dataset: Full USPTO retrosynthesis dataset with 1.9M reactions from patents (1976-2016). Task: Predict the reactants needed to synthesize the given product. (1) Given the product [Cl:33][C:34]1[S:38][C:37]([S:39]([N:2]([CH3:1])[CH2:3][C:4]([NH:6][CH2:7][C:8]2[CH:13]=[C:12]([C:14]3[CH:19]=[CH:18][C:17]([C:20]([F:23])([F:21])[F:22])=[CH:16][CH:15]=3)[N:11]=[CH:10][N:9]=2)=[O:5])(=[O:41])=[O:40])=[CH:36][CH:35]=1, predict the reactants needed to synthesize it. The reactants are: [CH3:1][NH:2][CH2:3][C:4]([NH:6][CH2:7][C:8]1[CH:13]=[C:12]([C:14]2[CH:19]=[CH:18][C:17]([C:20]([F:23])([F:22])[F:21])=[CH:16][CH:15]=2)[N:11]=[CH:10][N:9]=1)=[O:5].C(N(CC)C(C)C)(C)C.[Cl:33][C:34]1[S:38][C:37]([S:39](Cl)(=[O:41])=[O:40])=[CH:36][CH:35]=1.C(OCC)(=O)C. (2) Given the product [CH2:1]([N:3]1[C:7]2[C:8]3[CH:9]=[CH:10][CH:11]=[CH:12][C:13]=3[O:14][C:15]3([CH2:20][CH2:19][NH:18][CH2:17][CH2:16]3)[C:6]=2[CH:5]=[N:4]1)[CH3:2], predict the reactants needed to synthesize it. The reactants are: [CH2:1]([N:3]1[C:7]2[C:8]3[CH:9]=[CH:10][CH:11]=[CH:12][C:13]=3[O:14][C:15]3([CH2:20][CH2:19][N:18](C(OCC4C=CC=CC=4)=O)[CH2:17][CH2:16]3)[C:6]=2[CH:5]=[N:4]1)[CH3:2].[H][H]. (3) Given the product [Br:1][C:2]1[CH:23]=[CH:22][C:5]2[N:6]([CH2:20][CH3:21])[C:7]([CH2:9][C:10]3[C:11]([C:13]4[CH:18]=[CH:17][CH:16]=[C:15]([F:19])[CH:14]=4)=[N:34][O:35][CH:24]=3)=[N:8][C:4]=2[CH:3]=1, predict the reactants needed to synthesize it. The reactants are: [Br:1][C:2]1[CH:23]=[CH:22][C:5]2[N:6]([CH2:20][CH3:21])[C:7]([CH2:9][CH2:10][C:11]([C:13]3[CH:18]=[CH:17][CH:16]=[C:15]([F:19])[CH:14]=3)=O)=[N:8][C:4]=2[CH:3]=1.[CH3:24]N(C(N(C)C)N(C)C)C.[NH2:34][OH:35]. (4) Given the product [CH3:19][O:20][C:1](=[O:5])[C:2]([C:7]1[C:17]2=[C:18]3[C:13](=[CH:14][CH:15]=[CH:16]2)[CH2:12][CH2:11][CH2:10][N:9]3[CH:8]=1)=[O:3], predict the reactants needed to synthesize it. The reactants are: [C:1](Cl)(=[O:5])[C:2](Cl)=[O:3].[CH:7]1[C:17]2=[C:18]3[C:13](=[CH:14][CH:15]=[CH:16]2)[CH2:12][CH2:11][CH2:10][N:9]3[CH:8]=1.[CH3:19][O-:20].[Na+]. (5) Given the product [ClH:24].[NH2:35][C:33]([NH:32][C:28]1[CH:27]=[C:26]([NH:25][C:15]2[C:14]3[C:19](=[CH:20][C:11]([C:6]4[C:7]([O:9][CH3:10])=[N:8][C:3]([O:2][CH3:1])=[N:4][CH:5]=4)=[CH:12][CH:13]=3)[N:18]=[CH:17][C:16]=2[C:21]([NH2:23])=[O:22])[CH:31]=[CH:30][CH:29]=1)=[O:34], predict the reactants needed to synthesize it. The reactants are: [CH3:1][O:2][C:3]1[N:8]=[C:7]([O:9][CH3:10])[C:6]([C:11]2[CH:20]=[C:19]3[C:14]([C:15]([Cl:24])=[C:16]([C:21]([NH2:23])=[O:22])[CH:17]=[N:18]3)=[CH:13][CH:12]=2)=[CH:5][N:4]=1.[NH2:25][C:26]1[CH:27]=[C:28]([NH:32][C:33]([NH2:35])=[O:34])[CH:29]=[CH:30][CH:31]=1. (6) Given the product [CH2:1]([N:3]([CH2:4][C:5]1[CH:10]=[C:9]([NH2:11])[CH:8]=[CH:7][C:6]=1[F:14])[CH2:15][CH3:16])[CH3:2], predict the reactants needed to synthesize it. The reactants are: [CH2:1]([N:3]([CH2:15][CH3:16])[CH2:4][C:5]1[CH:10]=[C:9]([N+:11]([O-])=O)[CH:8]=[CH:7][C:6]=1[F:14])[CH3:2].Cl[Sn]Cl. (7) Given the product [CH3:1][O:2][C:3]([C:5]1[C:10]([NH2:11])=[N:9][CH:8]=[C:7]([CH:12]2[CH2:16][CH2:15][O:14][CH2:13]2)[N:6]=1)=[O:4], predict the reactants needed to synthesize it. The reactants are: [CH3:1][O:2][C:3]([C:5]1[C:10]([NH2:11])=[N:9][CH:8]=[C:7]([C:12]2[CH:16]=[CH:15][O:14][CH:13]=2)[N:6]=1)=[O:4]. (8) Given the product [Cl:1][C:2]1[CH:3]=[C:4]([NH:9][C:10]2[N:15]=[C:14]([NH:16][CH2:17][CH2:18][CH2:19][O:20][CH3:21])[C:13]([C:22]3[S:23][C:24]([C:33]([OH:35])=[O:34])=[C:25]([C:27]4[CH:31]=[CH:30][N:29]([CH3:32])[N:28]=4)[N:26]=3)=[CH:12][N:11]=2)[CH:5]=[CH:6][C:7]=1[F:8], predict the reactants needed to synthesize it. The reactants are: [Cl:1][C:2]1[CH:3]=[C:4]([NH:9][C:10]2[N:15]=[C:14]([NH:16][CH2:17][CH2:18][CH2:19][O:20][CH3:21])[C:13]([C:22]3[S:23][C:24]([C:33]([O:35]CC)=[O:34])=[C:25]([C:27]4[CH:31]=[CH:30][N:29]([CH3:32])[N:28]=4)[N:26]=3)=[CH:12][N:11]=2)[CH:5]=[CH:6][C:7]=1[F:8].O.[OH-].[Ba+2].[OH-].O.Cl. (9) Given the product [CH3:1][N:2]1[CH2:7][CH2:6][N:5]([CH2:8][C:9]2[CH:28]=[CH:27][C:12]([C:13]([NH:15][C:16]3[CH:21]=[CH:20][C:19]([CH3:22])=[C:18]([NH:23][C:24]4[S:25][CH:36]=[C:37]([C:39]5[CH:44]=[CH:43][N:42]=[CH:41][CH:40]=5)[N:26]=4)[CH:17]=3)=[O:14])=[CH:11][C:10]=2[C:29]([F:32])([F:31])[F:30])[CH2:4][CH2:3]1, predict the reactants needed to synthesize it. The reactants are: [CH3:1][N:2]1[CH2:7][CH2:6][N:5]([CH2:8][C:9]2[CH:28]=[CH:27][C:12]([C:13]([NH:15][C:16]3[CH:21]=[CH:20][C:19]([CH3:22])=[C:18]([NH:23][C:24]([NH2:26])=[S:25])[CH:17]=3)=[O:14])=[CH:11][C:10]=2[C:29]([F:32])([F:31])[F:30])[CH2:4][CH2:3]1.Cl.Br.Br[CH2:36][C:37]([C:39]1[CH:44]=[CH:43][N:42]=[CH:41][CH:40]=1)=O.C(=O)([O-])O.[Na+].